This data is from Catalyst prediction with 721,799 reactions and 888 catalyst types from USPTO. The task is: Predict which catalyst facilitates the given reaction. Reactant: [Cl:1][C:2]1[C:3]2[N:4]([C:8]([CH:11]3[CH2:14][C:13](=[CH2:15])[CH2:12]3)=[N:9][CH:10]=2)[CH:5]=[CH:6][N:7]=1.B1C2CCCC1CCC2.[OH2:25].[Na+].[Cl-]. Product: [Cl:1][C:2]1[C:3]2[N:4]([C:8]([CH:11]3[CH2:14][CH:13]([CH2:15][OH:25])[CH2:12]3)=[N:9][CH:10]=2)[CH:5]=[CH:6][N:7]=1. The catalyst class is: 1.